Dataset: Reaction yield outcomes from USPTO patents with 853,638 reactions. Task: Predict the reaction yield, written as a fraction of the theoretical maximum amount of product (1.0 means a 100% yield; for example, 0.34 means a 34% yield). (1) The reactants are [F:1][C:2]1[CH:3]=[C:4]([CH:9]2[CH2:14][C:13]([OH:19])([C:15]([F:18])([F:17])[F:16])[CH2:12][CH2:11][N:10]2C(OCC2C=CC=CC=2)=O)[CH:5]=[CH:6][C:7]=1[F:8]. The catalyst is CO.[Pd]. The product is [F:1][C:2]1[CH:3]=[C:4]([CH:9]2[CH2:14][C:13]([C:15]([F:17])([F:18])[F:16])([OH:19])[CH2:12][CH2:11][NH:10]2)[CH:5]=[CH:6][C:7]=1[F:8]. The yield is 0.780. (2) The reactants are [OH:1][CH2:2][CH2:3][NH:4][C:5](=[O:8])[O:6][CH3:7].C(N(CC)CC)C.[S:16](Cl)(Cl)=[O:17].CO. The catalyst is ClCCl. The product is [O:1]1[CH2:2][CH2:3][N:4]([C:5]([O:6][CH3:7])=[O:8])[S:16]1=[O:17]. The yield is 0.480. (3) The reactants are [CH2:1]([O:8][C:9]1([C:12]2[CH:17]=[CH:16][C:15]([C:18]#[C:19][C:20]3[CH:30]=[CH:29][C:23]([C:24]([O:26]CC)=[O:25])=[CH:22][CH:21]=3)=[CH:14][CH:13]=2)[CH2:11][CH2:10]1)[C:2]1[CH:7]=[CH:6][CH:5]=[CH:4][CH:3]=1.[OH-].[Na+]. The catalyst is C(O)C.O1CCCC1. The product is [CH2:1]([O:8][C:9]1([C:12]2[CH:17]=[CH:16][C:15]([C:18]#[C:19][C:20]3[CH:21]=[CH:22][C:23]([C:24]([OH:26])=[O:25])=[CH:29][CH:30]=3)=[CH:14][CH:13]=2)[CH2:10][CH2:11]1)[C:2]1[CH:7]=[CH:6][CH:5]=[CH:4][CH:3]=1. The yield is 0.890.